This data is from NCI-60 drug combinations with 297,098 pairs across 59 cell lines. The task is: Regression. Given two drug SMILES strings and cell line genomic features, predict the synergy score measuring deviation from expected non-interaction effect. (1) Cell line: SNB-75. Synergy scores: CSS=18.0, Synergy_ZIP=-3.61, Synergy_Bliss=-1.61, Synergy_Loewe=-5.79, Synergy_HSA=-1.97. Drug 2: C1=CC(=CC=C1CC(C(=O)O)N)N(CCCl)CCCl.Cl. Drug 1: C1=CC(=CC=C1CCC2=CNC3=C2C(=O)NC(=N3)N)C(=O)NC(CCC(=O)O)C(=O)O. (2) Drug 1: C1=CC(=C2C(=C1NCCNCCO)C(=O)C3=C(C=CC(=C3C2=O)O)O)NCCNCCO. Drug 2: CC1=C2C(C(=O)C3(C(CC4C(C3C(C(C2(C)C)(CC1OC(=O)C(C(C5=CC=CC=C5)NC(=O)OC(C)(C)C)O)O)OC(=O)C6=CC=CC=C6)(CO4)OC(=O)C)O)C)O. Cell line: MDA-MB-231. Synergy scores: CSS=36.5, Synergy_ZIP=-11.0, Synergy_Bliss=-12.1, Synergy_Loewe=-9.22, Synergy_HSA=-7.16. (3) Drug 1: CC1=C2C(C(=O)C3(C(CC4C(C3C(C(C2(C)C)(CC1OC(=O)C(C(C5=CC=CC=C5)NC(=O)OC(C)(C)C)O)O)OC(=O)C6=CC=CC=C6)(CO4)OC(=O)C)OC)C)OC. Drug 2: C1=CC(=C2C(=C1NCCNCCO)C(=O)C3=C(C=CC(=C3C2=O)O)O)NCCNCCO. Cell line: LOX IMVI. Synergy scores: CSS=42.6, Synergy_ZIP=-6.54, Synergy_Bliss=-7.32, Synergy_Loewe=-0.119, Synergy_HSA=1.94.